Predict the reactants needed to synthesize the given product. From a dataset of Full USPTO retrosynthesis dataset with 1.9M reactions from patents (1976-2016). Given the product [O:7]=[C:2]1[CH2:3][CH2:4][CH2:5][CH2:6][N:1]1[CH2:11][C:12]([O:14][CH2:15][C:16]1[CH:21]=[CH:20][CH:19]=[CH:18][CH:17]=1)=[O:13], predict the reactants needed to synthesize it. The reactants are: [NH:1]1[CH2:6][CH2:5][CH2:4][CH2:3][C:2]1=[O:7].[H-].[Na+].Br[CH2:11][C:12]([O:14][CH2:15][C:16]1[CH:21]=[CH:20][CH:19]=[CH:18][CH:17]=1)=[O:13].C(OCC)(=O)C.